This data is from Rat liver microsome stability data. The task is: Regression/Classification. Given a drug SMILES string, predict its absorption, distribution, metabolism, or excretion properties. Task type varies by dataset: regression for continuous measurements (e.g., permeability, clearance, half-life) or binary classification for categorical outcomes (e.g., BBB penetration, CYP inhibition). Dataset: rlm. (1) The compound is O=C(O)[C@H]1C2CCC(CC2)[C@@H]1Nc1nc(-c2c[nH]c3ncc(F)cc23)nc2ccsc12. The result is 0 (unstable in rat liver microsomes). (2) The drug is CC(C)(NC(=O)c1nn(-c2ccc(F)cc2F)c2c1C[C@H]1C[C@@H]21)c1ccccc1. The result is 0 (unstable in rat liver microsomes). (3) The molecule is O=C(c1nc(-c2cccnc2)c2ccccn12)N1CCN(c2ncccn2)CC1. The result is 1 (stable in rat liver microsomes). (4) The result is 1 (stable in rat liver microsomes). The compound is Oc1ccc(-c2nc(C3CC3)nc3c2CCN(Cc2ccc(F)cc2)CC3)cc1. (5) The compound is CC(C)(C)c1cc(C=CC(=O)NCCC2CCN(Cc3ccccc3F)CC2)cc(C(C)(C)C)c1O. The result is 0 (unstable in rat liver microsomes). (6) The drug is O=C(Nc1cc2ccnc(O)c2cc1Cl)C(NC1CC1)c1ccccc1. The result is 1 (stable in rat liver microsomes).